Dataset: Peptide-MHC class I binding affinity with 185,985 pairs from IEDB/IMGT. Task: Regression. Given a peptide amino acid sequence and an MHC pseudo amino acid sequence, predict their binding affinity value. This is MHC class I binding data. (1) The peptide sequence is EETLLTTWL. The MHC is HLA-A31:01 with pseudo-sequence HLA-A31:01. The binding affinity (normalized) is 0.0847. (2) The peptide sequence is TEYDDHINLY. The MHC is HLA-B40:02 with pseudo-sequence HLA-B40:02. The binding affinity (normalized) is 0.0593. (3) The peptide sequence is VLAYMLFTK. The MHC is HLA-A03:01 with pseudo-sequence HLA-A03:01. The binding affinity (normalized) is 1.00.